This data is from Full USPTO retrosynthesis dataset with 1.9M reactions from patents (1976-2016). The task is: Predict the reactants needed to synthesize the given product. (1) Given the product [NH:1]1[C:9]2[C:4](=[CH:5][C:6]([CH2:10][OH:11])=[CH:7][CH:8]=2)[CH:3]=[N:2]1, predict the reactants needed to synthesize it. The reactants are: [NH:1]1[C:9]2[C:4](=[CH:5][C:6]([C:10](OC)=[O:11])=[CH:7][CH:8]=2)[CH:3]=[N:2]1.[H-].C([Al+]CC(C)C)C(C)C.[O-]S([O-])(=O)=O.[Na+].[Na+]. (2) Given the product [C:13]([C:12]1[C:11]([F:18])=[CH:10][C:9]([C:6]2[CH:7]=[CH:8][N:4]([CH2:3][C@@H:2]([NH:1][C:28]([C:26]3[O:25][N:24]=[C:23]([CH:20]([CH3:22])[CH3:21])[N:27]=3)=[O:29])[CH3:19])[N:5]=2)=[CH:16][C:15]=1[F:17])#[N:14], predict the reactants needed to synthesize it. The reactants are: [NH2:1][C@@H:2]([CH3:19])[CH2:3][N:4]1[CH:8]=[CH:7][C:6]([C:9]2[CH:16]=[C:15]([F:17])[C:12]([C:13]#[N:14])=[C:11]([F:18])[CH:10]=2)=[N:5]1.[CH:20]([C:23]1[N:27]=[C:26]([C:28](O)=[O:29])[O:25][N:24]=1)([CH3:22])[CH3:21].C1C=CC2N(O)N=NC=2C=1.CCN(C(C)C)C(C)C.CCN=C=NCCCN(C)C. (3) The reactants are: Cl.C(OC(=O)[NH:8][CH:9]1[CH2:12][N:11]([C:13]([C:15]2[N:16]=[C:17]3[C:22]([C:23]([F:26])([F:25])[F:24])=[CH:21][C:20]([C:27]4[CH:28]=[N:29][NH:30][CH:31]=4)=[CH:19][N:18]3[C:32]=2[Cl:33])=[O:14])[CH2:10]1)(C)(C)C. Given the product [ClH:33].[NH2:8][CH:9]1[CH2:12][N:11]([C:13]([C:15]2[N:16]=[C:17]3[C:22]([C:23]([F:26])([F:24])[F:25])=[CH:21][C:20]([C:27]4[CH:28]=[N:29][NH:30][CH:31]=4)=[CH:19][N:18]3[C:32]=2[Cl:33])=[O:14])[CH2:10]1, predict the reactants needed to synthesize it. (4) Given the product [OH:1][CH:2]1[CH2:7][CH2:6][N:5]([C:10](=[O:9])[CH2:11][C:12](=[O:15])[CH2:13][CH3:14])[CH2:4][CH2:3]1, predict the reactants needed to synthesize it. The reactants are: [OH:1][CH:2]1[CH2:7][CH2:6][NH:5][CH2:4][CH2:3]1.C[O:9][C:10](=O)[CH2:11][C:12](=[O:15])[CH2:13][CH3:14]. (5) Given the product [Br:41][C:38]1[CH:39]=[CH:40][C:35]([CH2:34][C@@H:33]([NH:42][C:11](=[O:12])[C:10]2[CH:14]=[CH:15][C:7]([C:6]3[N:2]([CH3:1])[N:3]=[C:4]([CH3:28])[C:5]=3[NH:16][C:17]([O:19][C@@H:20]([C:22]3[CH:27]=[CH:26][CH:25]=[CH:24][CH:23]=3)[CH3:21])=[O:18])=[CH:8][CH:9]=2)[C:32]([OH:31])=[O:43])=[CH:36][CH:37]=1, predict the reactants needed to synthesize it. The reactants are: [CH3:1][N:2]1[C:6]([C:7]2[CH:15]=[CH:14][C:10]([C:11](O)=[O:12])=[CH:9][CH:8]=2)=[C:5]([NH:16][C:17]([O:19][C@@H:20]([C:22]2[CH:27]=[CH:26][CH:25]=[CH:24][CH:23]=2)[CH3:21])=[O:18])[C:4]([CH3:28])=[N:3]1.Cl.C[O:31][C:32](=[O:43])[C@H:33]([NH2:42])[CH2:34][C:35]1[CH:40]=[CH:39][C:38]([Br:41])=[CH:37][CH:36]=1. (6) The reactants are: [NH2:1][C:2]1[CH:3]=[C:4]([CH:17]=[C:18]([C:20]2[CH:21]=[N:22][N:23]([CH3:25])[CH:24]=2)[CH:19]=1)[O:5][CH2:6][C@H:7]([NH:9][C:10](=[O:16])[O:11][C:12]([CH3:15])([CH3:14])[CH3:13])[CH3:8].[Br:26][C:27]1[CH:28]=[C:29]2[C:34](=[CH:35][CH:36]=1)[N:33]=[C:32](Cl)[N:31]=[CH:30]2.C(O)(=O)C. Given the product [Br:26][C:27]1[CH:28]=[C:29]2[C:34](=[CH:35][CH:36]=1)[N:33]=[C:32]([NH:1][C:2]1[CH:3]=[C:4]([CH:17]=[C:18]([C:20]3[CH:21]=[N:22][N:23]([CH3:25])[CH:24]=3)[CH:19]=1)[O:5][CH2:6][C@H:7]([NH:9][C:10](=[O:16])[O:11][C:12]([CH3:15])([CH3:13])[CH3:14])[CH3:8])[N:31]=[CH:30]2, predict the reactants needed to synthesize it.